This data is from Cav3 T-type calcium channel HTS with 100,875 compounds. The task is: Binary Classification. Given a drug SMILES string, predict its activity (active/inactive) in a high-throughput screening assay against a specified biological target. (1) The drug is S(c1n(c(nn1)C1CCCCC1)CC)CC(O)=O. The result is 0 (inactive). (2) The compound is S(=O)(=O)(NCCC(=O)NCc1cc2OCOc2cc1)c1c(F)cccc1. The result is 0 (inactive). (3) The result is 0 (inactive). The drug is Brc1oc(C(=O)NCCC(=O)NC2CCCC2)cc1. (4) The molecule is s1c2nc(nc(N3CCN(CC3)C)c2c(c1C(OC)=O)C)c1ccccc1. The result is 0 (inactive). (5) The compound is Clc1cc(C(=O)N2CCN(C(Cc3ccccc3)COCc3cc(ccc3)C)C(=O)CC2)cc(Cl)c1. The result is 1 (active).